Dataset: Cav3 T-type calcium channel HTS with 100,875 compounds. Task: Binary Classification. Given a drug SMILES string, predict its activity (active/inactive) in a high-throughput screening assay against a specified biological target. (1) The drug is s1c2c(nc1N)ccc([N+]([O-])=O)c2N. The result is 0 (inactive). (2) The molecule is s1c(C(N2CCN(CC2)Cc2cc3OCOc3cc2)c2n(nnn2)C(C)(C)C)ccc1. The result is 0 (inactive). (3) The molecule is S\1C(N\N=C2\C3(C(C(CC3)C2)(C)C)C)=NC(=O)C1=C\c1cc(ccc1)C. The result is 0 (inactive). (4) The molecule is P(=O)(NC(C1C(C1)C(=O)NC(CO)C)c1ccccc1)(c1ccccc1)c1ccccc1. The result is 0 (inactive).